Regression. Given two drug SMILES strings and cell line genomic features, predict the synergy score measuring deviation from expected non-interaction effect. From a dataset of NCI-60 drug combinations with 297,098 pairs across 59 cell lines. (1) Drug 1: C1=C(C(=O)NC(=O)N1)N(CCCl)CCCl. Drug 2: C1C(C(OC1N2C=NC(=NC2=O)N)CO)O. Cell line: HT29. Synergy scores: CSS=34.3, Synergy_ZIP=-2.81, Synergy_Bliss=-0.460, Synergy_Loewe=1.37, Synergy_HSA=2.95. (2) Drug 1: CN(CC1=CN=C2C(=N1)C(=NC(=N2)N)N)C3=CC=C(C=C3)C(=O)NC(CCC(=O)O)C(=O)O. Drug 2: C1=NNC2=C1C(=O)NC=N2. Cell line: UACC62. Synergy scores: CSS=54.3, Synergy_ZIP=-2.04, Synergy_Bliss=-3.02, Synergy_Loewe=-33.8, Synergy_HSA=-1.29. (3) Drug 1: CC1=C(C(=CC=C1)Cl)NC(=O)C2=CN=C(S2)NC3=CC(=NC(=N3)C)N4CCN(CC4)CCO. Drug 2: C1C(C(OC1N2C=NC3=C2NC=NCC3O)CO)O. Cell line: DU-145. Synergy scores: CSS=-5.04, Synergy_ZIP=1.05, Synergy_Bliss=-3.15, Synergy_Loewe=-7.31, Synergy_HSA=-7.46. (4) Drug 1: CN1CCC(CC1)COC2=C(C=C3C(=C2)N=CN=C3NC4=C(C=C(C=C4)Br)F)OC. Drug 2: COC1=CC(=CC(=C1O)OC)C2C3C(COC3=O)C(C4=CC5=C(C=C24)OCO5)OC6C(C(C7C(O6)COC(O7)C8=CC=CS8)O)O. Cell line: T-47D. Synergy scores: CSS=38.1, Synergy_ZIP=-9.72, Synergy_Bliss=1.36, Synergy_Loewe=-16.3, Synergy_HSA=3.44. (5) Drug 1: CC1=C(C=C(C=C1)NC2=NC=CC(=N2)N(C)C3=CC4=NN(C(=C4C=C3)C)C)S(=O)(=O)N.Cl. Drug 2: C1CCC(C(C1)N)N.C(=O)(C(=O)[O-])[O-].[Pt+4]. Cell line: KM12. Synergy scores: CSS=13.0, Synergy_ZIP=-3.52, Synergy_Bliss=0.502, Synergy_Loewe=-0.686, Synergy_HSA=2.90.